From a dataset of Forward reaction prediction with 1.9M reactions from USPTO patents (1976-2016). Predict the product of the given reaction. (1) The product is: [Cl:1][C:2]1[CH:8]=[C:7]([O:9][C:10]2[C:19]3[C:14](=[CH:15][C:16]([O:22][CH3:23])=[C:17]([O:20][CH3:21])[CH:18]=3)[N:13]=[CH:12][N:11]=2)[CH:6]=[CH:5][C:3]=1[NH:4][C:28](=[O:34])[O:27][CH:25]1[CH2:38][CH2:37][CH2:36][CH2:40]1. Given the reactants [Cl:1][C:2]1[CH:8]=[C:7]([O:9][C:10]2[C:19]3[C:14](=[CH:15][C:16]([O:22][CH3:23])=[C:17]([O:20][CH3:21])[CH:18]=3)[N:13]=[CH:12][N:11]=2)[CH:6]=[CH:5][C:3]=1[NH2:4].Cl[C:25](Cl)([O:27][C:28](=[O:34])OC(Cl)(Cl)Cl)Cl.[CH:36]1(O)[CH2:40]C[CH2:38][CH2:37]1.C(=O)(O)[O-].[Na+], predict the reaction product. (2) Given the reactants [N:1]12[CH2:26][CH2:25][CH2:24][C@@H:23]1[C:22](=[O:27])[O:21][CH2:20][CH2:19][CH:18]=[CH:17][CH2:16][CH2:15][O:14][C:13](=[O:28])[C@@H:12]1[N:8]([CH2:9][CH2:10][CH2:11]1)[C:7](=[O:29])[CH2:6][CH2:5][CH2:4][CH2:3][C:2]2=[O:30], predict the reaction product. The product is: [N:1]12[CH2:26][CH2:25][CH2:24][C@@H:23]1[C:22](=[O:27])[O:21][CH2:20][CH2:19][CH2:18][CH2:17][CH2:16][CH2:15][O:14][C:13](=[O:28])[C@@H:12]1[N:8]([CH2:9][CH2:10][CH2:11]1)[C:7](=[O:29])[CH2:6][CH2:5][CH2:4][CH2:3][C:2]2=[O:30]. (3) Given the reactants [NH2:1][CH2:2][CH:3]1[N:23](C(OC(C)(C)C)=O)[CH2:22][C:6]2[N:7]([CH2:14][C:15]3[CH:20]=[CH:19][C:18]([F:21])=[CH:17][CH:16]=3)[C:8]3[C:13]([C:5]=2[CH2:4]1)=[CH:12][CH:11]=[CH:10][CH:9]=3.C(O)(C(F)(F)F)=O, predict the reaction product. The product is: [F:21][C:18]1[CH:17]=[CH:16][C:15]([CH2:14][N:7]2[C:8]3[C:13](=[CH:12][CH:11]=[CH:10][CH:9]=3)[C:5]3[CH2:4][CH:3]([CH2:2][NH2:1])[NH:23][CH2:22][C:6]2=3)=[CH:20][CH:19]=1.